Predict the reactants needed to synthesize the given product. From a dataset of Full USPTO retrosynthesis dataset with 1.9M reactions from patents (1976-2016). (1) Given the product [Cl:25][C:22]1[CH:23]=[CH:24][C:19]([NH:18][C:16](=[O:17])[C:15]2[CH:26]=[CH:27][CH:28]=[CH:29][C:14]=2[NH:13][C:11](=[O:12])[C:10]2[CH:30]=[CH:31][C:7]([N:1]3[CH2:2][CH2:3][O:4][CH2:5][CH2:6]3)=[CH:8][C:9]=2[O:32][CH:33]2[CH2:38][CH2:37][NH:36][CH2:35][CH2:34]2)=[N:20][CH:21]=1, predict the reactants needed to synthesize it. The reactants are: [N:1]1([C:7]2[CH:31]=[CH:30][C:10]([C:11]([NH:13][C:14]3[CH:29]=[CH:28][CH:27]=[CH:26][C:15]=3[C:16]([NH:18][C:19]3[CH:24]=[CH:23][C:22]([Cl:25])=[CH:21][N:20]=3)=[O:17])=[O:12])=[C:9]([O:32][CH:33]3[CH2:38][CH2:37][N:36](C(OC(C)(C)C)=O)[CH2:35][CH2:34]3)[CH:8]=2)[CH2:6][CH2:5][O:4][CH2:3][CH2:2]1. (2) Given the product [Cl:22][C:19]1[CH:20]=[CH:21][C:16]([C:14]2[N:15]=[C:10]([CH2:9][N:6]3[C:2]([CH:3]([OH:5])[CH3:4])=[CH:1][N:8]=[N:7]3)[C:11]([C:30]([NH:32][N:33]3[CH2:38][CH2:37][CH2:36][CH2:35][CH2:34]3)=[O:31])=[N:12][C:13]=2[C:23]2[CH:24]=[CH:25][C:26]([Cl:29])=[CH:27][CH:28]=2)=[CH:17][CH:18]=1, predict the reactants needed to synthesize it. The reactants are: [CH:1]#[C:2][CH:3]([OH:5])[CH3:4].[N:6]([CH2:9][C:10]1[C:11]([C:30]([NH:32][N:33]2[CH2:38][CH2:37][CH2:36][CH2:35][CH2:34]2)=[O:31])=[N:12][C:13]([C:23]2[CH:28]=[CH:27][C:26]([Cl:29])=[CH:25][CH:24]=2)=[C:14]([C:16]2[CH:21]=[CH:20][C:19]([Cl:22])=[CH:18][CH:17]=2)[N:15]=1)=[N+:7]=[N-:8]. (3) Given the product [F:1][C:2]1[C:7]2[CH2:8][CH2:9][CH:10]([N:19]3[CH:23]=[C:22]([C:24]4[CH:29]=[CH:28][C:27]([NH:57][C:54]5[CH:55]=[CH:56][N:51]=[CH:52][CH:53]=5)=[C:26]([O:31][CH3:32])[CH:25]=4)[N:21]=[N:20]3)[C:11](=[O:18])[N:12]([CH2:13][C:14]([F:17])([F:16])[F:15])[C:6]=2[CH:5]=[CH:4][CH:3]=1, predict the reactants needed to synthesize it. The reactants are: [F:1][C:2]1[C:7]2[CH2:8][CH2:9][CH:10]([N:19]3[CH:23]=[C:22]([C:24]4[CH:29]=[CH:28][C:27](I)=[C:26]([O:31][CH3:32])[CH:25]=4)[N:21]=[N:20]3)[C:11](=[O:18])[N:12]([CH2:13][C:14]([F:17])([F:16])[F:15])[C:6]=2[CH:5]=[CH:4][CH:3]=1.C1OCCOCCOCCOCCOCCOC1.[N:51]1[CH:56]=[CH:55][C:54]([NH2:57])=[CH:53][CH:52]=1.C1C=CC(P(C2C(C3C(P(C4C=CC=CC=4)C4C=CC=CC=4)=CC=C4C=3C=CC=C4)=C3C(C=CC=C3)=CC=2)C2C=CC=CC=2)=CC=1.CC(C)([O-])C.[Na+].